From a dataset of Catalyst prediction with 721,799 reactions and 888 catalyst types from USPTO. Predict which catalyst facilitates the given reaction. (1) Reactant: [NH2:1][C:2]1[CH:9]=[C:8]([O:10][CH2:11][C:12]2[CH:17]=[CH:16][CH:15]=[CH:14][CH:13]=2)[C:7]([O:18][CH3:19])=[CH:6][C:3]=1[C:4]#[N:5].[CH3:20][N:21]([CH:23](OC)OC)[CH3:22]. Product: [C:4]([C:3]1[CH:6]=[C:7]([O:18][CH3:19])[C:8]([O:10][CH2:11][C:12]2[CH:13]=[CH:14][CH:15]=[CH:16][CH:17]=2)=[CH:9][C:2]=1[N:1]=[CH:20][N:21]([CH3:23])[CH3:22])#[N:5]. The catalyst class is: 11. (2) Reactant: [CH3:1][C:2]1[CH:11]=[CH:10][C:9]2[C:4](=[CH:5][CH:6]=[CH:7][CH:8]=2)[C:3]=1[C:12]([O:14][CH3:15])=[O:13].[Br:16]N1C(=O)CCC1=O.N(C(C)(C)C#N)=NC(C)(C)C#N. Product: [Br:16][CH2:1][C:2]1[CH:11]=[CH:10][C:9]2[C:4](=[CH:5][CH:6]=[CH:7][CH:8]=2)[C:3]=1[C:12]([O:14][CH3:15])=[O:13]. The catalyst class is: 53.